This data is from Catalyst prediction with 721,799 reactions and 888 catalyst types from USPTO. The task is: Predict which catalyst facilitates the given reaction. (1) Reactant: [Br:1][C:2]1[CH:26]=[N:25][C:5]2=[N:6][C:7]([N:12]3[CH2:15][C:14]([NH:17][C:18](=[O:24])[O:19][C:20]([CH3:23])([CH3:22])[CH3:21])([CH3:16])[CH2:13]3)=[C:8]([NH:10][NH2:11])[N:9]=[C:4]2[CH:3]=1.[CH:27](OC)(OC)OC. Product: [Br:1][C:2]1[CH:26]=[N:25][C:5]2[N:6]=[C:7]([N:12]3[CH2:15][C:14]([NH:17][C:18](=[O:24])[O:19][C:20]([CH3:22])([CH3:21])[CH3:23])([CH3:16])[CH2:13]3)[C:8]3[N:9]([CH:27]=[N:11][N:10]=3)[C:4]=2[CH:3]=1. The catalyst class is: 28. (2) Reactant: Cl.[OH:2][C@H:3]1[CH2:7][NH:6][C@H:5]([C:8]([O:10][CH3:11])=[O:9])[CH2:4]1.C(N(CC)CC)C.[C:19](O[C:19]([O:21][C:22]([CH3:25])([CH3:24])[CH3:23])=[O:20])([O:21][C:22]([CH3:25])([CH3:24])[CH3:23])=[O:20]. Product: [OH:2][C@H:3]1[CH2:7][N:6]([C:19]([O:21][C:22]([CH3:25])([CH3:24])[CH3:23])=[O:20])[C@H:5]([C:8]([O:10][CH3:11])=[O:9])[CH2:4]1. The catalyst class is: 2. (3) Reactant: [CH3:1][O:2][C:3]1[C:4]([CH2:16][CH:17]([C:19]2[CH:24]=[CH:23][CH:22]=[CH:21][CH:20]=2)[CH3:18])=[C:5]([CH2:9][CH2:10][C:11]([O:13]CC)=[O:12])[CH:6]=[CH:7][CH:8]=1.[OH-].[Na+]. Product: [CH3:1][O:2][C:3]1[C:4]([CH2:16][CH:17]([C:19]2[CH:20]=[CH:21][CH:22]=[CH:23][CH:24]=2)[CH3:18])=[C:5]([CH2:9][CH2:10][C:11]([OH:13])=[O:12])[CH:6]=[CH:7][CH:8]=1. The catalyst class is: 24. (4) Reactant: C(Cl)CCl.Cl.[O:6]=[C:7]1[NH:16][C:15]2[N:14]=[CH:13][C:12]([CH:17]=[CH:18][C:19]([OH:21])=O)=[CH:11][C:10]=2[CH2:9][CH2:8]1.[CH3:22][NH:23][CH2:24][C:25]1[NH:26][C:27]2[C:32]([C:33]=1[C:34]#[N:35])=[CH:31][CH:30]=[CH:29][CH:28]=2.C1C=CC2N(O)N=NC=2C=1.O.CCN(C(C)C)C(C)C. Product: [C:34]([C:33]1[C:32]2[C:27](=[CH:28][CH:29]=[CH:30][CH:31]=2)[NH:26][C:25]=1[CH2:24][N:23]([CH3:22])[C:19](=[O:21])/[CH:18]=[CH:17]/[C:12]1[CH:13]=[N:14][C:15]2[NH:16][C:7](=[O:6])[CH2:8][CH2:9][C:10]=2[CH:11]=1)#[N:35]. The catalyst class is: 18. (5) Reactant: [NH:1]1[CH2:6][CH2:5][O:4][CH2:3][CH2:2]1.[Br:7][C:8]1[CH:15]=[CH:14][C:11]([CH2:12]Br)=[CH:10][CH:9]=1. Product: [Br:7][C:8]1[CH:15]=[CH:14][C:11]([CH2:12][N:1]2[CH2:6][CH2:5][O:4][CH2:3][CH2:2]2)=[CH:10][CH:9]=1. The catalyst class is: 16.